From a dataset of Forward reaction prediction with 1.9M reactions from USPTO patents (1976-2016). Predict the product of the given reaction. (1) Given the reactants [CH:1]1([OH:6])[CH2:5][CH2:4][CH2:3][CH2:2]1.Cl[C:8]1[N:9]=[C:10]([NH:26][CH2:27][CH:28]2[CH2:33][CH2:32][O:31][CH2:30][CH2:29]2)[C:11]2[O:16][N:15]=[C:14]([C:17]3[CH:25]=[CH:24][C:20]([C:21]([OH:23])=[O:22])=[CH:19][CH:18]=3)[C:12]=2[N:13]=1.[H-].[Na+].O, predict the reaction product. The product is: [CH:1]1([O:6][C:8]2[N:9]=[C:10]([NH:26][CH2:27][CH:28]3[CH2:33][CH2:32][O:31][CH2:30][CH2:29]3)[C:11]3[O:16][N:15]=[C:14]([C:17]4[CH:18]=[CH:19][C:20]([C:21]([OH:23])=[O:22])=[CH:24][CH:25]=4)[C:12]=3[N:13]=2)[CH2:5][CH2:4][CH2:3][CH2:2]1. (2) The product is: [CH3:40][C:41]1[C:42]([N:48]2[CH2:49][CH2:50][N:51]([C:54]([C:56]3[CH:61]=[CH:60][C:59]([N:62]4[CH2:66][C:65](=[O:67])[NH:64][C:63]4=[O:77])=[CH:58][CH:57]=3)=[O:55])[CH2:52][CH2:53]2)=[N:43][CH:44]=[C:45]([CH3:47])[CH:46]=1. Given the reactants CC1C(N2CCN(C(C3C=CC(I)=CC=3)=O)CC2)=NC=C(C)C=1.COC1C=CC(CN2C(=O)CNC2=O)=CC=1.[CH3:40][C:41]1[C:42]([N:48]2[CH2:53][CH2:52][N:51]([C:54]([C:56]3[CH:61]=[CH:60][C:59]([N:62]4[CH2:66][C:65](=[O:67])[N:64](CC5C=CC(OC)=CC=5)[C:63]4=[O:77])=[CH:58][CH:57]=3)=[O:55])[CH2:50][CH2:49]2)=[N:43][CH:44]=[C:45]([CH3:47])[CH:46]=1, predict the reaction product. (3) The product is: [Br:13][C:12]1[C:8]([C:5]2[CH:4]=[CH:3][C:2]([F:1])=[CH:7][CH:6]=2)=[N:9][NH:10][CH:11]=1. Given the reactants [F:1][C:2]1[CH:7]=[CH:6][C:5]([C:8]2[CH:12]=[CH:11][NH:10][N:9]=2)=[CH:4][CH:3]=1.[Br:13]Br, predict the reaction product.